Dataset: Catalyst prediction with 721,799 reactions and 888 catalyst types from USPTO. Task: Predict which catalyst facilitates the given reaction. Reactant: CC1(C)[C@@H]2CC[C@]1(CS([O:14][C@@:15]([C:31]1[CH:36]=[CH:35][C:34]([F:37])=[CH:33][C:32]=1[F:38])([C@H:22]([C:24]1[C:29]([F:30])=[CH:28][N:27]=[CH:26][N:25]=1)[CH3:23])[CH2:16][N:17]1[CH:21]=[N:20][CH:19]=[N:18]1)(=O)=O)C(=O)C2.CCO.C([O-])(=O)C.[Na+]. Product: [F:38][C:32]1[CH:33]=[C:34]([F:37])[CH:35]=[CH:36][C:31]=1[C@:15]([OH:14])([C@H:22]([C:24]1[C:29]([F:30])=[CH:28][N:27]=[CH:26][N:25]=1)[CH3:23])[CH2:16][N:17]1[CH:21]=[N:20][CH:19]=[N:18]1. The catalyst class is: 6.